From a dataset of Full USPTO retrosynthesis dataset with 1.9M reactions from patents (1976-2016). Predict the reactants needed to synthesize the given product. Given the product [C:20]1([CH:21]=[CH:2][C:3]([C:5]2[CH:10]=[CH:9][CH:8]=[CH:7][CH:6]=2)=[O:4])[CH:23]=[CH:24][CH:17]=[CH:18][CH:19]=1, predict the reactants needed to synthesize it. The reactants are: O[CH2:2][C:3]([C:5]1[CH:10]=[CH:9][CH:8]=[CH:7][CH:6]=1)=[O:4].O1CCN([C:17]2[CH:24]=[CH:23][C:20]([CH:21]=O)=[CH:19][CH:18]=2)CC1.O(C)[Na].